This data is from Reaction yield outcomes from USPTO patents with 853,638 reactions. The task is: Predict the reaction yield, written as a fraction of the theoretical maximum amount of product (1.0 means a 100% yield; for example, 0.34 means a 34% yield). The reactants are CN(C=O)C.O=P(Cl)(Cl)Cl.[CH2:11](N1C2C=CC=CC=2C2C1=CC=CC=2)[CH2:12][CH2:13][CH2:14][CH2:15][CH2:16][CH2:17][CH2:11][CH2:12][CH2:13][CH2:14][CH2:15][CH2:16][CH3:17].[CH2:38]([N:45]1[C:57]2[CH:56]=[CH:55][C:54]([CH:58]=[O:59])=[CH:53][C:52]=2[C:51]2[C:46]1=[CH:47][CH:48]=[C:49]([CH:60]=[O:61])[CH:50]=2)[CH2:39][CH2:40][CH2:41][CH2:42][CH2:43][CH3:44]. No catalyst specified. The product is [CH2:38]([N:45]1[C:57]2[CH:56]=[CH:55][C:54]([CH:58]=[O:59])=[CH:53][C:52]=2[C:51]2[C:46]1=[CH:47][CH:48]=[C:49]([CH:60]=[O:61])[CH:50]=2)[CH2:39][CH2:40][CH2:41][CH2:42][CH2:43][CH2:44][CH2:11][CH2:12][CH2:13][CH2:14][CH2:15][CH2:16][CH3:17]. The yield is 0.840.